Dataset: NCI-60 drug combinations with 297,098 pairs across 59 cell lines. Task: Regression. Given two drug SMILES strings and cell line genomic features, predict the synergy score measuring deviation from expected non-interaction effect. (1) Drug 1: C1CN1P(=S)(N2CC2)N3CC3. Drug 2: C1C(C(OC1N2C=C(C(=O)NC2=O)F)CO)O. Cell line: NCI-H226. Synergy scores: CSS=10.8, Synergy_ZIP=5.66, Synergy_Bliss=8.75, Synergy_Loewe=6.67, Synergy_HSA=6.66. (2) Drug 1: C1CC(=O)NC(=O)C1N2CC3=C(C2=O)C=CC=C3N. Drug 2: CC(C1=C(C=CC(=C1Cl)F)Cl)OC2=C(N=CC(=C2)C3=CN(N=C3)C4CCNCC4)N. Cell line: NCI/ADR-RES. Synergy scores: CSS=0.847, Synergy_ZIP=-1.65, Synergy_Bliss=-3.74, Synergy_Loewe=-3.15, Synergy_HSA=-4.58. (3) Drug 1: CS(=O)(=O)C1=CC(=C(C=C1)C(=O)NC2=CC(=C(C=C2)Cl)C3=CC=CC=N3)Cl. Drug 2: COC1=C(C=C2C(=C1)N=CN=C2NC3=CC(=C(C=C3)F)Cl)OCCCN4CCOCC4. Cell line: PC-3. Synergy scores: CSS=24.1, Synergy_ZIP=-1.34, Synergy_Bliss=4.96, Synergy_Loewe=-5.93, Synergy_HSA=4.71. (4) Drug 1: C1=CC(=CC=C1CCCC(=O)O)N(CCCl)CCCl. Drug 2: CN1C2=C(C=C(C=C2)N(CCCl)CCCl)N=C1CCCC(=O)O.Cl. Cell line: CCRF-CEM. Synergy scores: CSS=69.5, Synergy_ZIP=-2.47, Synergy_Bliss=-1.60, Synergy_Loewe=-8.83, Synergy_HSA=-0.0498. (5) Drug 1: COCCOC1=C(C=C2C(=C1)C(=NC=N2)NC3=CC=CC(=C3)C#C)OCCOC. Drug 2: CCC1=C2CN3C(=CC4=C(C3=O)COC(=O)C4(CC)O)C2=NC5=C1C=C(C=C5)O. Cell line: T-47D. Synergy scores: CSS=33.3, Synergy_ZIP=-2.13, Synergy_Bliss=-0.616, Synergy_Loewe=-0.105, Synergy_HSA=3.02. (6) Drug 1: CNC(=O)C1=CC=CC=C1SC2=CC3=C(C=C2)C(=NN3)C=CC4=CC=CC=N4. Drug 2: CN1C2=C(C=C(C=C2)N(CCCl)CCCl)N=C1CCCC(=O)O.Cl. Cell line: K-562. Synergy scores: CSS=64.7, Synergy_ZIP=1.02, Synergy_Bliss=0.672, Synergy_Loewe=-12.2, Synergy_HSA=0.448.